Dataset: Catalyst prediction with 721,799 reactions and 888 catalyst types from USPTO. Task: Predict which catalyst facilitates the given reaction. (1) Reactant: [CH:1]([CH:3]1[CH2:8][CH2:7][CH:6]([CH:9]=[CH2:10])[CH2:5][CH:4]1[CH:11]=[CH2:12])=[CH2:2].[CH3:13][O:14][SiH:15]([O:18][CH3:19])[O:16][CH3:17]. Product: [CH3:13][O:14][Si:15]([O:18][CH3:19])([O:16][CH3:17])[CH2:2][CH2:1][CH:3]1[CH2:8][CH2:7][CH:6]([CH2:9][CH2:10][Si:15]([O:18][CH3:19])([O:16][CH3:17])[O:14][CH3:13])[CH2:5][CH:4]1[CH2:11][CH2:12][Si:15]([O:18][CH3:19])([O:16][CH3:17])[O:14][CH3:13]. The catalyst class is: 553. (2) Reactant: [CH2:1]([Li])[CH2:2][CH2:3][CH3:4].[CH2:6]([O:13][CH2:14][CH2:15][O:16][CH2:17][CH2:18][OH:19])[C:7]1[CH:12]=[CH:11][CH:10]=[CH:9][CH:8]=1.[CH2:20]([CH:22]1[O:24][CH2:23]1)Cl.[Cl-].[NH4+]. Product: [CH2:1]([O:13][CH2:14][CH2:15][O:16][CH2:17][CH2:18][O:19][CH2:23][CH:22]([CH2:20][O:19][CH2:18][CH2:17][O:16][CH2:15][CH2:14][O:13][CH2:6][C:7]1[CH:12]=[CH:11][CH:10]=[CH:9][CH:8]=1)[OH:24])[C:2]1[CH:8]=[CH:7][CH:6]=[CH:4][CH:3]=1. The catalyst class is: 1. (3) Reactant: [H-].[Al+3].[Li+].[H-].[H-].[H-].[CH2:7]([N:14]1[CH:18]=[C:17]([C:19](OC)=[O:20])[C:16]([CH:23]([CH3:25])[CH3:24])=[N:15]1)[C:8]1[CH:13]=[CH:12][CH:11]=[CH:10][CH:9]=1.CC(C)=O. Product: [CH2:7]([N:14]1[CH:18]=[C:17]([CH2:19][OH:20])[C:16]([CH:23]([CH3:25])[CH3:24])=[N:15]1)[C:8]1[CH:9]=[CH:10][CH:11]=[CH:12][CH:13]=1. The catalyst class is: 334.